Dataset: Full USPTO retrosynthesis dataset with 1.9M reactions from patents (1976-2016). Task: Predict the reactants needed to synthesize the given product. (1) Given the product [OH:68][C:58]1[C:57]([NH:56][C:16](=[O:18])[CH:15]([C:12]2[CH:11]=[CH:10][C:9]([P:4](=[O:5])([O:6][CH2:7][CH3:8])[O:3][CH2:1][CH3:2])=[CH:14][CH:13]=2)[C:19]2[CH:20]=[CH:21][CH:22]=[CH:23][CH:24]=2)=[CH:62][N:61]=[C:60]([N:63]2[CH:67]=[CH:66][CH:65]=[N:64]2)[N:59]=1, predict the reactants needed to synthesize it. The reactants are: [CH2:1]([O:3][P:4]([C:9]1[CH:14]=[CH:13][C:12]([CH:15]([C:19]2[CH:24]=[CH:23][CH:22]=[CH:21][CH:20]=2)[C:16]([OH:18])=O)=[CH:11][CH:10]=1)([O:6][CH2:7][CH3:8])=[O:5])[CH3:2].CN(C(ON1N=NC2C=CC=NC1=2)=[N+](C)C)C.F[P-](F)(F)(F)(F)F.C(N(CC)CC)C.[NH2:56][C:57]1[C:58]([OH:68])=[N:59][C:60]([N:63]2[CH:67]=[CH:66][CH:65]=[N:64]2)=[N:61][CH:62]=1. (2) Given the product [O:1]1[C:5]2[CH:6]=[CH:7][CH:8]=[CH:9][C:4]=2[N:3]=[C:2]1[C:10]1[CH:11]=[CH:12][C:13]2[N:17]([CH:18]3[CH2:23][CH2:22][O:21][CH2:20][CH2:19]3)[C:27]([C:26]([F:31])([F:30])[F:25])=[N:15][C:14]=2[CH:16]=1, predict the reactants needed to synthesize it. The reactants are: [O:1]1[C:5]2[CH:6]=[CH:7][CH:8]=[CH:9][C:4]=2[N:3]=[C:2]1[C:10]1[CH:11]=[CH:12][C:13]([NH:17][CH:18]2[CH2:23][CH2:22][O:21][CH2:20][CH2:19]2)=[C:14]([CH:16]=1)[NH2:15].O.[F:25][C:26]([F:31])([F:30])[C:27](O)=O. (3) Given the product [OH:3][NH:2][C:19]([C:16]1[CH:17]=[C:18]2[C:13](=[CH:14][CH:15]=1)[N:12]=[CH:11][N:10]([C:23]([C:26]1[CH:31]=[CH:30][CH:29]=[CH:28][CH:27]=1)([CH3:25])[CH3:24])[C:9]2=[O:8])=[O:20], predict the reactants needed to synthesize it. The reactants are: Cl.[NH2:2][OH:3].[OH-].[K+].NO.[O:8]=[C:9]1[C:18]2[C:13](=[CH:14][CH:15]=[C:16]([C:19](OC)=[O:20])[CH:17]=2)[N:12]=[CH:11][N:10]1[C:23]([C:26]1[CH:31]=[CH:30][CH:29]=[CH:28][CH:27]=1)([CH3:25])[CH3:24].C(O)(=O)C. (4) Given the product [Cl:15][C:16]1[CH:17]=[CH:18][C:19]2[C:23]([CH2:25][CH2:26][CH2:27][O:28][C:29]3[CH:30]=[C:31]([CH3:37])[C:32]([Cl:36])=[C:33]([CH3:35])[CH:34]=3)=[C:22]([C:38]([NH:14][S:11]([CH3:2])(=[O:13])=[O:12])=[O:39])[S:21][C:20]=2[CH:24]=1, predict the reactants needed to synthesize it. The reactants are: C1C2C(=CC=CC=2)C=C[C:2]=1[S:11]([NH2:14])(=[O:13])=[O:12].[Cl:15][C:16]1[C:24]2[C:23]([CH2:25][CH2:26][CH2:27][O:28][C:29]3[CH:34]=[C:33]([CH3:35])[C:32]([Cl:36])=[C:31]([CH3:37])[CH:30]=3)=[C:22]([C:38](O)=[O:39])[S:21][C:20]=2[CH:19]=[CH:18][CH:17]=1.CS(N)(=O)=O. (5) The reactants are: C([O:3][C:4]([CH2:6][CH:7]1[O:11][B:10]([OH:12])[C:9]2[CH:13]=[C:14]([O:18][C:19]3[N:20]=[CH:21][C:22](C(O)=O)=[N:23][CH:24]=3)[CH:15]=[C:16]([CH3:17])[C:8]1=2)=[O:5])C.C1(P(N=[N+]=[N-])(C2C=CC=CC=2)=[O:35])C=CC=CC=1.C([N:47]([CH2:50]C)CC)C.[CH3:52][C:53]([OH:56])([CH3:55])[CH3:54]. Given the product [C:53]([O:56][C:50]([NH:47][C:22]1[N:23]=[CH:24][C:19]([O:18][C:14]2[CH:15]=[C:16]([CH3:17])[C:8]3[CH:7]([CH2:6][C:4]([OH:3])=[O:5])[O:11][B:10]([OH:12])[C:9]=3[CH:13]=2)=[N:20][CH:21]=1)=[O:35])([CH3:55])([CH3:54])[CH3:52], predict the reactants needed to synthesize it. (6) Given the product [N:15]1[C:16]2[C:21](=[CH:20][CH:19]=[CH:18][CH:17]=2)[CH:22]=[N:23][C:14]=1[NH:13][C@H:11]1[CH2:12][C@H:9]([N:8]2[C:43]([C:42]([F:53])([F:52])[F:41])=[N:1][C:2]3[C:7]2=[N:6][CH:5]=[N:4][C:3]=3[C:24]2[CH:33]=[CH:32][C:27]([C:28]([O:30][CH3:31])=[O:29])=[CH:26][CH:25]=2)[CH2:10]1, predict the reactants needed to synthesize it. The reactants are: [NH2:1][C:2]1[C:3]([C:24]2[CH:33]=[CH:32][C:27]([C:28]([O:30][CH3:31])=[O:29])=[CH:26][CH:25]=2)=[N:4][CH:5]=[N:6][C:7]=1[NH:8][C@H:9]1[CH2:12][C@H:11]([NH:13][C:14]2[N:23]=[CH:22][C:21]3[C:16](=[CH:17][CH:18]=[CH:19][CH:20]=3)[N:15]=2)[CH2:10]1.C(N(CC)CC)C.[F:41][C:42]([F:53])([F:52])[C:43](O[C:43](=O)[C:42]([F:53])([F:52])[F:41])=O. (7) Given the product [Br:18][C:14]1[CH:15]=[CH:16][CH:17]=[C:12]([O:4][CH2:1][CH2:2][CH3:3])[N:13]=1, predict the reactants needed to synthesize it. The reactants are: [CH2:1]([O-:4])[CH2:2][CH3:3].[Na+].[Na].C(O)CC.Br[C:12]1[CH:17]=[CH:16][CH:15]=[C:14]([Br:18])[N:13]=1.